From a dataset of Forward reaction prediction with 1.9M reactions from USPTO patents (1976-2016). Predict the product of the given reaction. (1) Given the reactants C(OC(=O)C1C=CC(CBr)=C(C(F)(F)F)C=1)C.[NH:18]1[CH2:22][CH2:21][C@@H:20]([OH:23])[CH2:19]1.C(OC(=O)C1C=CC(CN2CC[C@@H](NC(OC(C)(C)C)=O)C2)=C(C(F)(F)F)C=1)C.C(OC(=O)N[C@@H]1CCN([CH2:65][C:66]2[CH:71]=[CH:70][C:69]([C:72](=[O:87])[NH:73][CH2:74][C:75]3[CH:80]=[C:79]([Cl:81])[CH:78]=[CH:77][C:76]=3[S:82]([CH2:85][CH3:86])(=[O:84])=[O:83])=[CH:68][C:67]=2[C:88]([F:91])([F:90])[F:89])C1)(C)(C)C.[OH-].[K+], predict the reaction product. The product is: [Cl:81][C:79]1[CH:78]=[CH:77][C:76]([S:82]([CH2:85][CH3:86])(=[O:83])=[O:84])=[C:75]([CH:80]=1)[CH2:74][NH:73][C:72](=[O:87])[C:69]1[CH:70]=[CH:71][C:66]([CH2:65][N:18]2[CH2:22][CH2:21][C@@H:20]([OH:23])[CH2:19]2)=[C:67]([C:88]([F:91])([F:89])[F:90])[CH:68]=1. (2) Given the reactants [O:1]1[CH2:15][CH:2]1[CH2:3][N:4]1[C:8](=[O:9])[C:7]2=[CH:10][CH:11]=[CH:12][CH:13]=[C:6]2[C:5]1=[O:14].[F:16][C:17]1[CH:22]=[CH:21][C:20]([S:23]([NH:26][C:27]2[CH:32]=[C:31]([N+:33]([O-:35])=[O:34])[CH:30]=[CH:29][C:28]=2F)(=[O:25])=[O:24])=[CH:19][CH:18]=1.C(=O)([O-])[O-].[K+].[K+], predict the reaction product. The product is: [F:16][C:17]1[CH:22]=[CH:21][C:20]([S:23]([N:26]2[C:27]3[CH:32]=[C:31]([N+:33]([O-:35])=[O:34])[CH:30]=[CH:29][C:28]=3[O:1][CH:2]([CH2:3][N:4]3[C:8](=[O:9])[C:7]4[C:6](=[CH:13][CH:12]=[CH:11][CH:10]=4)[C:5]3=[O:14])[CH2:15]2)(=[O:25])=[O:24])=[CH:19][CH:18]=1. (3) Given the reactants [OH:1][C@@H:2]1[CH2:9][N:8]([C:10](=[O:22])[CH2:11][CH2:12][CH2:13][N:14]2[CH2:19][CH2:18][NH:17][C@@H:16]([CH3:20])[C:15]2=[O:21])[CH2:7][CH2:6][C:3]21[CH2:5][CH2:4]2.[Cl:23][C:24]1[CH:29]=[CH:28][C:27]([N:30]=[C:31]=[O:32])=[CH:26][C:25]=1[O:33][C:34]([F:37])([F:36])[F:35], predict the reaction product. The product is: [Cl:23][C:24]1[CH:29]=[CH:28][C:27]([NH:30][C:31]([N:17]2[CH2:18][CH2:19][N:14]([CH2:13][CH2:12][CH2:11][C:10]([N:8]3[CH2:7][CH2:6][C:3]4([CH2:5][CH2:4]4)[C@H:2]([OH:1])[CH2:9]3)=[O:22])[C:15](=[O:21])[C@@H:16]2[CH3:20])=[O:32])=[CH:26][C:25]=1[O:33][C:34]([F:35])([F:37])[F:36]. (4) Given the reactants [F:1][C:2]1[CH:3]=[C:4]([CH2:8][C:9]([OH:11])=O)[CH:5]=[CH:6][CH:7]=1.[CH3:12][O:13][C:14]1[CH:15]=[C:16]([OH:20])[CH:17]=[CH:18][CH:19]=1, predict the reaction product. The product is: [F:1][C:2]1[CH:3]=[C:4]([CH2:8][C:9]([C:17]2[CH:18]=[CH:19][C:14]([O:13][CH3:12])=[CH:15][C:16]=2[OH:20])=[O:11])[CH:5]=[CH:6][CH:7]=1. (5) Given the reactants Br[C:2]1[CH:11]=[CH:10][C:5]2[NH:6][C:7](=[O:9])[S:8][C:4]=2[CH:3]=1.C[Mg]Br.C([Li])(C)(C)C.[N:20]1[CH:25]=[CH:24][CH:23]=[CH:22][C:21]=1[C:26]1[S:27][CH:28]=[C:29]([CH:31]=[O:32])[N:30]=1, predict the reaction product. The product is: [OH:32][CH:31]([C:29]1[N:30]=[C:26]([C:21]2[CH:22]=[CH:23][CH:24]=[CH:25][N:20]=2)[S:27][CH:28]=1)[C:2]1[CH:11]=[CH:10][C:5]2[NH:6][C:7](=[O:9])[S:8][C:4]=2[CH:3]=1. (6) Given the reactants [O:1]([CH2:8][CH2:9][OH:10])[C:2]1[CH:7]=[CH:6][CH:5]=[CH:4][CH:3]=1.CC(C)([O-])C.[K+].[CH3:17][CH:18]([CH3:40])[C@@H:19](OS(C)(=O)=O)[C:20]([NH:22][C@H:23]([C:25]1[CH:34]=[CH:33][C:28]([C:29]([O:31][CH3:32])=[O:30])=[CH:27][CH:26]=1)[CH3:24])=[O:21].O, predict the reaction product. The product is: [CH3:17][CH:18]([CH3:40])[C@@H:19]([O:10][CH2:9][CH2:8][O:1][C:2]1[CH:7]=[CH:6][CH:5]=[CH:4][CH:3]=1)[C:20]([NH:22][C@H:23]([C:25]1[CH:26]=[CH:27][C:28]([C:29]([O:31][CH3:32])=[O:30])=[CH:33][CH:34]=1)[CH3:24])=[O:21]. (7) Given the reactants [BH4-].[Na+].[N+:3]([C:6]1[CH:7]=[C:8]([CH:12]=[CH:13][C:14]=1[O:15][C:16]([F:19])([F:18])[F:17])[C:9]([NH2:11])=[O:10])([O-])=O.O, predict the reaction product. The product is: [NH2:3][C:6]1[CH:7]=[C:8]([CH:12]=[CH:13][C:14]=1[O:15][C:16]([F:17])([F:18])[F:19])[C:9]([NH2:11])=[O:10]. (8) The product is: [CH3:28][NH:29][C:2]1[N:3]=[C:4]([CH3:27])[CH:5]=[C:6]([S:8][CH2:9][C:10]2[C:11]([C:21]3[CH:22]=[CH:23][CH:24]=[CH:25][CH:26]=3)=[N:12][C:13]3[C:18]([CH:19]=2)=[CH:17][CH:16]=[CH:15][C:14]=3[CH3:20])[N:7]=1. Given the reactants Cl[C:2]1[N:7]=[C:6]([S:8][CH2:9][C:10]2[C:11]([C:21]3[CH:26]=[CH:25][CH:24]=[CH:23][CH:22]=3)=[N:12][C:13]3[C:18]([CH:19]=2)=[CH:17][CH:16]=[CH:15][C:14]=3[CH3:20])[CH:5]=[C:4]([CH3:27])[N:3]=1.[CH3:28][NH2:29], predict the reaction product. (9) Given the reactants O=C1NC(C(NCC2C=CN=C(OCCCC3N=CNN=3)C=2)=O)=NC2SC=C(COCC3C=CC(C(OCC)=O)=CC=3)C1=2.[CH3:44][C:45]1[C:53]2[C:52](=[O:54])[NH:51][C:50]([C:55]([NH:57][CH2:58][C:59]3[CH:60]=[C:61]([CH:71]=[CH:72][CH:73]=3)[O:62][CH2:63][CH2:64][CH2:65][C:66]([O:68]CC)=[O:67])=[O:56])=[N:49][C:48]=2[S:47][CH:46]=1, predict the reaction product. The product is: [CH3:44][C:45]1[C:53]2[C:52](=[O:54])[NH:51][C:50]([C:55]([NH:57][CH2:58][C:59]3[CH:60]=[C:61]([CH:71]=[CH:72][CH:73]=3)[O:62][CH2:63][CH2:64][CH2:65][C:66]([OH:68])=[O:67])=[O:56])=[N:49][C:48]=2[S:47][CH:46]=1. (10) The product is: [O:1]1[CH2:6][CH2:5][CH2:4][CH2:3][CH:2]1[CH:7]1[CH2:16][CH2:15][C:10]2([O:11][CH2:12][CH2:13][O:14]2)[CH2:9][CH2:8]1. Given the reactants [O:1]1[CH2:6][CH:5]=[CH:4][CH2:3][CH:2]1[CH:7]1[CH2:16][CH2:15][C:10]2([O:14][CH2:13][CH2:12][O:11]2)[CH2:9][CH2:8]1, predict the reaction product.